The task is: Predict the reactants needed to synthesize the given product.. This data is from Full USPTO retrosynthesis dataset with 1.9M reactions from patents (1976-2016). (1) Given the product [CH2:20]([NH:27][C:28](=[O:29])[O:17][C:13]1[CH:12]=[C:11]2[C:16](=[CH:15][CH:14]=1)[N:8]([CH2:7][C:3]1[CH:2]=[N:1][CH:6]=[CH:5][CH:4]=1)[CH2:9][C:10]2([CH3:19])[CH3:18])[C:21]1[CH:26]=[CH:25][CH:24]=[CH:23][CH:22]=1, predict the reactants needed to synthesize it. The reactants are: [N:1]1[CH:6]=[CH:5][CH:4]=[C:3]([CH2:7][N:8]2[C:16]3[C:11](=[CH:12][C:13]([OH:17])=[CH:14][CH:15]=3)[C:10]([CH3:19])([CH3:18])[CH2:9]2)[CH:2]=1.[CH2:20]([N:27]=[C:28]=[O:29])[C:21]1[CH:26]=[CH:25][CH:24]=[CH:23][CH:22]=1. (2) Given the product [CH2:13]([O:12][CH:11]([O:15][CH2:16][CH3:17])[C:10]1[C:4]2[C:5](=[CH:6][N:7]=[C:2]([C:31]3[CH:32]=[N:33][CH:34]=[C:29]([CH2:28][N:26]([CH3:27])[CH3:25])[CH:30]=3)[CH:3]=2)[N:8]([C:18]([O:20][C:21]([CH3:24])([CH3:23])[CH3:22])=[O:19])[N:9]=1)[CH3:14], predict the reactants needed to synthesize it. The reactants are: Br[C:2]1[CH:3]=[C:4]2[C:10]([CH:11]([O:15][CH2:16][CH3:17])[O:12][CH2:13][CH3:14])=[N:9][N:8]([C:18]([O:20][C:21]([CH3:24])([CH3:23])[CH3:22])=[O:19])[C:5]2=[CH:6][N:7]=1.[CH3:25][N:26]([CH2:28][C:29]1[CH:30]=[C:31](B(O)O)[CH:32]=[N:33][CH:34]=1)[CH3:27].C([O-])([O-])=O.[K+].[K+].CCOC(C)=O. (3) The reactants are: [Br:1][C:2]1[CH:3]=[C:4]([SH:8])[CH:5]=[CH:6][CH:7]=1.C(=O)([O-])[O-].[K+].[K+].I[CH:16]([CH3:18])[CH3:17]. Given the product [Br:1][C:2]1[CH:7]=[CH:6][CH:5]=[C:4]([S:8][CH:16]([CH3:18])[CH3:17])[CH:3]=1, predict the reactants needed to synthesize it. (4) The reactants are: [NH2:1][C:2]1[CH:7]=[CH:6][C:5]([Br:8])=[CH:4][C:3]=1[C:9]([C:11]1[CH:16]=[CH:15][C:14]([F:17])=[CH:13][CH:12]=1)=O.[CH3:18][S:19]([CH2:22][C:23](=O)[CH3:24])(=[O:21])=[O:20].[Na]. Given the product [Br:8][C:5]1[CH:4]=[C:3]2[C:2](=[CH:7][CH:6]=1)[N:1]=[C:23]([CH3:24])[C:22]([S:19]([CH3:18])(=[O:21])=[O:20])=[C:9]2[C:11]1[CH:16]=[CH:15][C:14]([F:17])=[CH:13][CH:12]=1, predict the reactants needed to synthesize it. (5) The reactants are: [C:1]([NH2:5])([CH3:4])([CH3:3])[CH3:2].C(N(CC)CC)C.[F:13][C:14]1[CH:22]=[C:21]([F:23])[CH:20]=[CH:19][C:15]=1[C:16](Cl)=[O:17].C([O-])(O)=O.[Na+]. Given the product [C:1]([NH:5][C:16](=[O:17])[C:15]1[CH:19]=[CH:20][C:21]([F:23])=[CH:22][C:14]=1[F:13])([CH3:4])([CH3:3])[CH3:2], predict the reactants needed to synthesize it.